Task: Predict the reactants needed to synthesize the given product.. Dataset: Full USPTO retrosynthesis dataset with 1.9M reactions from patents (1976-2016) (1) Given the product [CH3:1][C:2]1[N:6]=[C:5]([CH3:7])[N:4]([C:8]2[N:9]=[C:10]([CH3:16])[N:11]=[C:12]([CH:14]3[CH2:15][CH:19]3[C:20]([O:22][CH2:23][CH3:24])=[O:21])[CH:13]=2)[N:3]=1, predict the reactants needed to synthesize it. The reactants are: [CH3:1][C:2]1[N:6]=[C:5]([CH3:7])[N:4]([C:8]2[CH:13]=[C:12]([CH:14]=[CH2:15])[N:11]=[C:10]([CH3:16])[N:9]=2)[N:3]=1.[N+](=[CH:19][C:20]([O:22][CH2:23][CH3:24])=[O:21])=[N-]. (2) Given the product [OH:12][C:4]1[C:5]2[CH:11]=[CH:10][N:9]=[CH:8][C:6]=2[N:7]=[C:2]([O:13][C:14]2[CH:19]=[CH:18][C:17]([N:20]([CH3:29])[C:21]3[CH:22]=[C:23]([CH:26]=[CH:27][CH:28]=3)[C:24]#[N:25])=[CH:16][CH:15]=2)[N:3]=1, predict the reactants needed to synthesize it. The reactants are: Cl[C:2]1[N:3]=[C:4]([OH:12])[C:5]2[CH:11]=[CH:10][N:9]=[CH:8][C:6]=2[N:7]=1.[OH:13][C:14]1[CH:19]=[CH:18][C:17]([N:20]([CH3:29])[C:21]2[CH:22]=[C:23]([CH:26]=[CH:27][CH:28]=2)[C:24]#[N:25])=[CH:16][CH:15]=1. (3) The reactants are: [Si:1]([O:8][C@H:9]1[C@H:13]2[O:14][CH2:15][C@@H:16]([O:17][C:18]3[N:40]([CH2:41][O:42][CH2:43][CH2:44][Si:45]([CH3:48])([CH3:47])[CH3:46])[C:21]4=[N:22][C:23]([C:27]5[CH:32]=[CH:31][C:30]([C@@H:33]6[CH2:38][CH2:37][C@H:36]([NH2:39])[CH2:35][CH2:34]6)=[CH:29][CH:28]=5)=[C:24]([Cl:26])[CH:25]=[C:20]4[N:19]=3)[C@H:12]2[O:11][CH2:10]1)([C:4]([CH3:7])([CH3:6])[CH3:5])([CH3:3])[CH3:2].C(N(CC)CC)C.Cl[C:57]([O:59][CH3:60])=[O:58]. Given the product [Si:1]([O:8][C@H:9]1[C@H:13]2[O:14][CH2:15][C@@H:16]([O:17][C:18]3[N:40]([CH2:41][O:42][CH2:43][CH2:44][Si:45]([CH3:48])([CH3:47])[CH3:46])[C:21]4=[N:22][C:23]([C:27]5[CH:32]=[CH:31][C:30]([C@@H:33]6[CH2:38][CH2:37][C@H:36]([NH:39][C:57](=[O:58])[O:59][CH3:60])[CH2:35][CH2:34]6)=[CH:29][CH:28]=5)=[C:24]([Cl:26])[CH:25]=[C:20]4[N:19]=3)[C@H:12]2[O:11][CH2:10]1)([C:4]([CH3:6])([CH3:7])[CH3:5])([CH3:3])[CH3:2], predict the reactants needed to synthesize it. (4) Given the product [CH3:8][C:5]1[CH:6]=[CH:7][C:2]([O:31][C:28]2[CH:29]=[C:30]3[C:25](=[CH:26][CH:27]=2)[N:24]=[CH:23][N:22]=[C:21]3[NH:13][C:14]2[CH:18]=[CH:17][N:16]([CH3:19])[N:15]=2)=[C:3]([S:9]([CH3:12])(=[O:11])=[O:10])[CH:4]=1, predict the reactants needed to synthesize it. The reactants are: F[C:2]1[CH:7]=[CH:6][C:5]([CH3:8])=[CH:4][C:3]=1[S:9]([CH3:12])(=[O:11])=[O:10].[NH2:13][C:14]1[CH:18]=[CH:17][N:16]([CH3:19])[N:15]=1.Cl[C:21]1[C:30]2[C:25](=[CH:26][CH:27]=[C:28]([OH:31])[CH:29]=2)[N:24]=[CH:23][N:22]=1. (5) Given the product [CH3:37][C@:38]12[CH2:54][CH2:53][C:52](=[O:55])[CH2:51][CH:50]1[CH2:49][C:48](=[O:56])[C@@H:47]1[C@@H:39]2[CH2:40][C:41](=[O:77])[C@@:42]2([CH3:76])[C@H:46]1[CH2:45][CH2:44][C@@H:43]2[C@H:57]([CH3:75])[CH2:58][CH2:59][C:60]([O:62][CH2:63][CH2:64][C:65]([F:74])([F:73])[C:66]([F:71])([F:72])[S:67]([O-:70])(=[O:68])=[O:69])=[O:61].[CH3:23][C:7]1[CH:6]=[C:5]([S+:24]2[C:28]3[CH:29]=[CH:30][CH:31]=[CH:32][C:27]=3[C:26]3[CH:33]=[CH:34][CH:35]=[CH:36][C:25]2=3)[CH:4]=[C:3]([CH3:2])[C:8]=1[O:9][CH2:10][C:11](=[O:22])[O:12][C:13]([C:16]1[CH:17]=[CH:18][CH:19]=[CH:20][CH:21]=1)([CH3:15])[CH3:14], predict the reactants needed to synthesize it. The reactants are: [Br-].[CH3:2][C:3]1[CH:4]=[C:5]([S+:24]2[C:28]3[CH:29]=[CH:30][CH:31]=[CH:32][C:27]=3[C:26]3[CH:33]=[CH:34][CH:35]=[CH:36][C:25]2=3)[CH:6]=[C:7]([CH3:23])[C:8]=1[O:9][CH2:10][C:11](=[O:22])[O:12][C:13]([C:16]1[CH:21]=[CH:20][CH:19]=[CH:18][CH:17]=1)([CH3:15])[CH3:14].[CH3:37][C@:38]12[CH2:54][CH2:53][C:52](=[O:55])[CH2:51][CH:50]1[CH2:49][C:48](=[O:56])[C@@H:47]1[C@@H:39]2[CH2:40][C:41](=[O:77])[C@@:42]2([CH3:76])[C@H:46]1[CH2:45][CH2:44][C@@H:43]2[C@H:57]([CH3:75])[CH2:58][CH2:59][C:60]([O:62][CH2:63][CH2:64][C:65]([F:74])([F:73])[C:66]([F:72])([F:71])[S:67]([O-:70])(=[O:69])=[O:68])=[O:61].[Na+].O. (6) The reactants are: [Br:1][C:2]1[CH:3]=[C:4]([CH:11]=[CH:12][C:13]=1[CH3:14])[C:5]([NH:7][CH:8]1[CH2:10][CH2:9]1)=[O:6].[H-].[Na+].[CH3:17]I.O. Given the product [Br:1][C:2]1[CH:3]=[C:4]([CH:11]=[CH:12][C:13]=1[CH3:14])[C:5]([N:7]([CH:8]1[CH2:9][CH2:10]1)[CH3:17])=[O:6], predict the reactants needed to synthesize it.